This data is from Catalyst prediction with 721,799 reactions and 888 catalyst types from USPTO. The task is: Predict which catalyst facilitates the given reaction. (1) The catalyst class is: 51. Product: [C:1]1([C:7]2[C:8]3[CH:17]=[CH:16][CH:15]=[CH:14][C:9]=3[S:10][C:11]=2[CH2:12][NH:13][C:19]2[N:27]=[CH:26][N:25]=[C:24]3[C:20]=2[N:21]=[CH:22][NH:23]3)[CH:2]=[CH:3][CH:4]=[CH:5][CH:6]=1. Reactant: [C:1]1([C:7]2[C:8]3[CH:17]=[CH:16][CH:15]=[CH:14][C:9]=3[S:10][C:11]=2[CH2:12][NH2:13])[CH:6]=[CH:5][CH:4]=[CH:3][CH:2]=1.Cl[C:19]1[N:27]=[CH:26][N:25]=[C:24]2[C:20]=1[N:21]=[CH:22][NH:23]2.CCN(C(C)C)C(C)C. (2) Reactant: C(O[C:4](=[O:20])[CH:5]([NH:10][C:11]1[CH:12]=[C:13]2[C:17](=[CH:18][CH:19]=1)[NH:16][N:15]=[CH:14]2)[CH2:6][CH2:7][CH2:8][CH3:9])C.[C-]#[N:22].[K+]. Product: [NH:16]1[C:17]2[C:13](=[CH:12][C:11]([NH:10][CH:5]([CH2:6][CH2:7][CH2:8][CH3:9])[C:4]([NH2:22])=[O:20])=[CH:19][CH:18]=2)[CH:14]=[N:15]1. The catalyst class is: 547. (3) Reactant: [S:1]1[CH:5]=[CH:4][CH:3]=[C:2]1[C:6](=[S:8])[NH2:7].C(N(C(C)C)C(C)C)C.Br.[C:19]([N:22]1[CH2:27][CH2:26][C:25](=O)[CH:24](Br)[CH2:23]1)(=[O:21])[CH3:20]. Product: [S:1]1[CH:5]=[CH:4][CH:3]=[C:2]1[C:6]1[S:8][C:24]2[CH2:23][N:22]([C:19](=[O:21])[CH3:20])[CH2:27][CH2:26][C:25]=2[N:7]=1. The catalyst class is: 10. (4) Reactant: [Br:1][C:2]1[CH:7]=[CH:6][C:5]([N:8]2[C:16]3[C:15]4[CH:17]=[C:18]([N+:21]([O-:23])=[O:22])[CH:19]=[CH:20][C:14]=4[CH2:13][CH2:12][C:11]=3[C:10]([C:24]([O:26]CC)=[O:25])=[N:9]2)=[CH:4][CH:3]=1.[OH-].[Na+].Cl. Product: [Br:1][C:2]1[CH:7]=[CH:6][C:5]([N:8]2[C:16]3[C:15]4[CH:17]=[C:18]([N+:21]([O-:23])=[O:22])[CH:19]=[CH:20][C:14]=4[CH2:13][CH2:12][C:11]=3[C:10]([C:24]([OH:26])=[O:25])=[N:9]2)=[CH:4][CH:3]=1. The catalyst class is: 56. (5) Product: [CH2:9]([O:16][C:17]([N:19]1[CH2:20][CH2:21][CH:22]([CH:25]=[CH:26][C:27]([N:43]2[C@H:44]([C:47]3[CH:52]=[CH:51][CH:50]=[CH:49][CH:48]=3)[C@H:45]([CH3:46])[N:41]([CH3:40])[C:42]2=[O:53])=[O:29])[CH2:23][CH2:24]1)=[O:18])[C:10]1[CH:11]=[CH:12][CH:13]=[CH:14][CH:15]=1. Reactant: ClC(N(C)C)=C(C)C.[CH2:9]([O:16][C:17]([N:19]1[CH2:24][CH2:23][CH:22]([CH:25]=[CH:26][C:27]([OH:29])=O)[CH2:21][CH2:20]1)=[O:18])[C:10]1[CH:15]=[CH:14][CH:13]=[CH:12][CH:11]=1.C[Si]([N-][Si](C)(C)C)(C)C.[Li+].[CH3:40][N:41]1[C@@H:45]([CH3:46])[C@@H:44]([C:47]2[CH:52]=[CH:51][CH:50]=[CH:49][CH:48]=2)[NH:43][C:42]1=[O:53]. The catalyst class is: 20. (6) Reactant: [C:1]([C:5]1[CH:10]=[CH:9][CH:8]=[CH:7][C:6]=1[CH:11]1[CH2:16][CH2:15][N:14]([C:17]([CH:19]2[CH2:23][CH2:22][CH2:21]S2)=[O:18])[CH2:13][CH2:12]1)([CH3:4])([CH3:3])[CH3:2].O[O:25][S:26]([O-:28])=O.[K+]. Product: [C:1]([C:5]1[CH:10]=[CH:9][CH:8]=[CH:7][C:6]=1[CH:11]1[CH2:16][CH2:15][N:14]([C:17]([CH:19]2[CH2:23][CH2:22][CH2:21][S:26]2(=[O:28])=[O:25])=[O:18])[CH2:13][CH2:12]1)([CH3:4])([CH3:3])[CH3:2]. The catalyst class is: 238.